This data is from Catalyst prediction with 721,799 reactions and 888 catalyst types from USPTO. The task is: Predict which catalyst facilitates the given reaction. Product: [Br:8][C:4]1[N:3]=[C:2]([NH:1][C:19](=[O:20])[CH:18]=[C:17]([CH3:22])[CH3:16])[CH:7]=[CH:6][CH:5]=1. The catalyst class is: 2. Reactant: [NH2:1][C:2]1[CH:7]=[CH:6][CH:5]=[C:4]([Br:8])[N:3]=1.CCN(CC)CC.[CH3:16][C:17]([CH3:22])=[CH:18][C:19](Cl)=[O:20].